This data is from Full USPTO retrosynthesis dataset with 1.9M reactions from patents (1976-2016). The task is: Predict the reactants needed to synthesize the given product. Given the product [Cl:17][CH2:10][C:11]1[N:15]=[C:2](/[CH:3]=[CH:4]/[C:5]([O:7][CH2:8][CH3:9])=[O:6])[O:1][C:12]=1[CH3:13], predict the reactants needed to synthesize it. The reactants are: [O:1]=[CH:2][CH:3]=[CH:4][C:5]([O:7][CH2:8][CH3:9])=[O:6].[CH3:10][C:11](=[N:15]O)[C:12](=O)[CH3:13].[ClH:17].C(OCC)(=O)C.C(OCC)C.